This data is from Forward reaction prediction with 1.9M reactions from USPTO patents (1976-2016). The task is: Predict the product of the given reaction. (1) Given the reactants C[Mg]Br.[CH3:4]COCC.[CH3:9][C:10]1[CH:19]=[CH:18][C:17]2[C:12](=[CH:13][CH:14]=[CH:15][C:16]=2[N:20]2[CH2:25][CH2:24][N:23]([CH2:26][C:27]([C:29]3[CH:30]=[CH:31][C:32]4[O:37][CH2:36][C:35](=[O:38])[NH:34][C:33]=4[CH:39]=3)=[O:28])[CH2:22][CH2:21]2)[N:11]=1, predict the reaction product. The product is: [OH:28][C:27]([C:29]1[CH:30]=[CH:31][C:32]2[O:37][CH2:36][C:35](=[O:38])[NH:34][C:33]=2[CH:39]=1)([CH3:4])[CH2:26][N:23]1[CH2:22][CH2:21][N:20]([C:16]2[CH:15]=[CH:14][CH:13]=[C:12]3[C:17]=2[CH:18]=[CH:19][C:10]([CH3:9])=[N:11]3)[CH2:25][CH2:24]1. (2) Given the reactants [OH:1][NH:2][C:3]([C:5]1[C:10]([C:11]2[CH:16]=[CH:15][CH:14]=[CH:13][CH:12]=2)=[CH:9][CH:8]=[CH:7][N:6]=1)=[NH:4].[CH3:17][O:18][C:19]1[CH:27]=[CH:26][CH:25]=[C:21]([C:22](O)=O)[C:20]=1[OH:28], predict the reaction product. The product is: [CH3:17][O:18][C:19]1[CH:27]=[CH:26][CH:25]=[C:21]([C:22]2[O:1][N:2]=[C:3]([C:5]3[C:10]([C:11]4[CH:16]=[CH:15][CH:14]=[CH:13][CH:12]=4)=[CH:9][CH:8]=[CH:7][N:6]=3)[N:4]=2)[C:20]=1[OH:28]. (3) Given the reactants [Si]([O:8][C@@H:9]1[CH2:13][C@H:12]([C:14]2[N:18]3[C:19]4[CH:25]=[CH:24][N:23]([S:26]([C:29]5[CH:35]=[CH:34][C:32]([CH3:33])=[CH:31][CH:30]=5)(=[O:28])=[O:27])[C:20]=4[N:21]=[CH:22][C:17]3=[N:16][N:15]=2)[C@H:11]([CH2:36][CH3:37])[CH2:10]1)(C(C)(C)C)(C)C.Cl.CCOC(C)=O, predict the reaction product. The product is: [CH2:36]([CH:11]1[CH:12]([C:14]2[N:18]3[C:19]4[CH:25]=[CH:24][N:23]([S:26]([C:29]5[CH:30]=[CH:31][C:32]([CH3:33])=[CH:34][CH:35]=5)(=[O:28])=[O:27])[C:20]=4[N:21]=[CH:22][C:17]3=[N:16][N:15]=2)[CH2:13][CH:9]([OH:8])[CH2:10]1)[CH3:37]. (4) Given the reactants [CH2:1]([N:8]1[CH2:12][C@@H:11]([OH:13])[C@H:10]([OH:14])[CH2:9]1)[C:2]1[CH:7]=[CH:6][CH:5]=[CH:4][CH:3]=1.CS(O[CH2:20][CH2:21][CH2:22][CH2:23][CH2:24][CH2:25][CH2:26][CH2:27]/[CH:28]=[CH:29]\[CH2:30][CH2:31][CH2:32][CH2:33][CH2:34][CH2:35][CH2:36][CH3:37])(=O)=O, predict the reaction product. The product is: [CH2:1]([N:8]1[CH2:12][C@@H:11]([O:13][CH2:20][CH2:21][CH2:22][CH2:23][CH2:24][CH2:25][CH2:26][CH2:27]/[CH:28]=[CH:29]\[CH2:30][CH2:31][CH2:32][CH2:33][CH2:34][CH2:35][CH2:36][CH3:37])[C@H:10]([O:14][CH2:20][CH2:21][CH2:22][CH2:23][CH2:24][CH2:25][CH2:26][CH2:27]/[CH:28]=[CH:29]\[CH2:30][CH2:31][CH2:32][CH2:33][CH2:34][CH2:35][CH2:36][CH3:37])[CH2:9]1)[C:2]1[CH:3]=[CH:4][CH:5]=[CH:6][CH:7]=1. (5) The product is: [CH3:8][C:6]1([CH3:7])[C:2]([CH3:21])([CH3:1])[O:3][B:4]([C:9]2[CH:10]=[CH:11][C:12]([C:15]3([CH2:19][NH:20][C:22](=[O:23])[O:24][C:25]([CH3:28])([CH3:27])[CH3:26])[CH2:16][CH2:17][CH2:18]3)=[CH:13][CH:14]=2)[O:5]1. Given the reactants [CH3:1][C:2]1([CH3:21])[C:6]([CH3:8])([CH3:7])[O:5][B:4]([C:9]2[CH:14]=[CH:13][C:12]([C:15]3([CH2:19][NH2:20])[CH2:18][CH2:17][CH2:16]3)=[CH:11][CH:10]=2)[O:3]1.[C:22](O[C:22]([O:24][C:25]([CH3:28])([CH3:27])[CH3:26])=[O:23])([O:24][C:25]([CH3:28])([CH3:27])[CH3:26])=[O:23], predict the reaction product. (6) Given the reactants S(Cl)(Cl)=O.[N:5]1[CH:10]=[CH:9][C:8]([C:11]2[CH:19]=[CH:18][C:14]([C:15]([O-:17])=[O:16])=[CH:13][CH:12]=2)=[CH:7][CH:6]=1.[Na+].[CH3:21]O, predict the reaction product. The product is: [N:5]1[CH:10]=[CH:9][C:8]([C:11]2[CH:19]=[CH:18][C:14]([C:15]([O:17][CH3:21])=[O:16])=[CH:13][CH:12]=2)=[CH:7][CH:6]=1. (7) Given the reactants [Cl:1][C:2]1[CH:10]=[CH:9][CH:8]=[C:7]2[C:3]=1[CH2:4][CH2:5][CH:6]2[N:11]1[C:16](=[O:17])[C:15]([C:18]#[N:19])=[CH:14][N:13]([C:20]2[CH:30]=[CH:29][C:23]3[N:24]([CH3:28])[C:25](=[O:27])[S:26][C:22]=3[CH:21]=2)[C:12]1=[O:31].C([Sn](=O)CCCC)CCC.C[Si]([N:46]=[N+:47]=[N-:48])(C)C.C(O)C, predict the reaction product. The product is: [Cl:1][C:2]1[CH:10]=[CH:9][CH:8]=[C:7]2[C:3]=1[CH2:4][CH2:5][CH:6]2[N:11]1[C:16](=[O:17])[C:15]([C:18]2[NH:48][N:47]=[N:46][N:19]=2)=[CH:14][N:13]([C:20]2[CH:30]=[CH:29][C:23]3[N:24]([CH3:28])[C:25](=[O:27])[S:26][C:22]=3[CH:21]=2)[C:12]1=[O:31]. (8) Given the reactants CC#N.[OH2:4].[CH2:5]=[CH:6][CH2:7][CH2:8][CH2:9][CH2:10][CH2:11][CH2:12][CH2:13][CH2:14][CH2:15][CH3:16].C(Cl)Cl.OF, predict the reaction product. The product is: [CH2:7]([CH:6]1[CH2:5][O:4]1)[CH2:8][CH2:9][CH2:10][CH2:11][CH2:12][CH2:13][CH2:14][CH2:15][CH3:16]. (9) Given the reactants [F:1][C:2]1([CH2:8][O:9][C:10]2[CH:15]=[CH:14][C:13]([S:16]([NH2:19])(=[O:18])=[O:17])=[CH:12][C:11]=2[N+:20]([O-:22])=[O:21])[CH2:7][CH2:6][NH:5][CH2:4][CH2:3]1.[O:23]1[CH2:26][C:25](=O)[CH2:24]1.C([BH3-])#N, predict the reaction product. The product is: [F:1][C:2]1([CH2:8][O:9][C:10]2[CH:15]=[CH:14][C:13]([S:16]([NH2:19])(=[O:18])=[O:17])=[CH:12][C:11]=2[N+:20]([O-:22])=[O:21])[CH2:7][CH2:6][N:5]([CH:25]2[CH2:26][O:23][CH2:24]2)[CH2:4][CH2:3]1. (10) Given the reactants C([O-])(O)=O.[Na+].OO.NC(N)=O.C([C:15]1[C:32]([F:33])=[CH:31][C:18]2[O:19][CH2:20][C:21](=[O:30])[N:22]([CH:23]([CH3:29])[C:24]([O:26][CH2:27][CH3:28])=[O:25])[C:17]=2[CH:16]=1)(=O)C.[C:34]([O:40]C(C(F)(F)F)=O)([C:36](F)(F)F)=[O:35], predict the reaction product. The product is: [C:34]([O:40][C:15]1[C:32]([F:33])=[CH:31][C:18]2[O:19][CH2:20][C:21](=[O:30])[N:22]([CH:23]([CH3:29])[C:24]([O:26][CH2:27][CH3:28])=[O:25])[C:17]=2[CH:16]=1)(=[O:35])[CH3:36].